From a dataset of Full USPTO retrosynthesis dataset with 1.9M reactions from patents (1976-2016). Predict the reactants needed to synthesize the given product. (1) Given the product [C:37]([NH:36][CH2:35][CH2:34][NH:33][C:27]([C:10]1[C:9](=[O:32])[N:8]([C:5]2[CH:6]=[CH:7][C:2]([F:1])=[CH:3][CH:4]=2)[C:17]2[C:12]([C:11]=1[OH:26])=[N:13][CH:14]=[C:15]([CH2:18][C:19]1[CH:20]=[CH:21][C:22]([F:25])=[CH:23][CH:24]=1)[CH:16]=2)=[O:28])(=[O:39])[CH3:38], predict the reactants needed to synthesize it. The reactants are: [F:1][C:2]1[CH:7]=[CH:6][C:5]([N:8]2[C:17]3[C:12](=[N:13][CH:14]=[C:15]([CH2:18][C:19]4[CH:24]=[CH:23][C:22]([F:25])=[CH:21][CH:20]=4)[CH:16]=3)[C:11]([OH:26])=[C:10]([C:27](OCC)=[O:28])[C:9]2=[O:32])=[CH:4][CH:3]=1.[NH2:33][CH2:34][CH2:35][NH:36][C:37](=[O:39])[CH3:38]. (2) Given the product [Br:16][CH2:15][C:14]1[CH:13]=[CH:12][C:7]([C:8]([O:10][CH3:11])=[O:9])=[CH:6][C:5]=1[O:4][CH:1]([CH3:3])[CH3:2], predict the reactants needed to synthesize it. The reactants are: [CH:1]([O:4][C:5]1[CH:6]=[C:7]([CH:12]=[CH:13][C:14]=1[CH3:15])[C:8]([O:10][CH3:11])=[O:9])([CH3:3])[CH3:2].[Br:16]N1C(=O)CCC1=O. (3) The reactants are: [F:1][CH:2]([F:26])[N:3]1[C:7]([C:8]2[CH:13]=[CH:12][C:11]([F:14])=[CH:10][CH:9]=2)=[C:6]([C:15]2[S:16][CH:17]=[C:18]([CH2:20][C:21]([O:23]CC)=[O:22])[N:19]=2)[CH:5]=[N:4]1.[OH-].[Na+].Cl. Given the product [F:26][CH:2]([F:1])[N:3]1[C:7]([C:8]2[CH:9]=[CH:10][C:11]([F:14])=[CH:12][CH:13]=2)=[C:6]([C:15]2[S:16][CH:17]=[C:18]([CH2:20][C:21]([OH:23])=[O:22])[N:19]=2)[CH:5]=[N:4]1, predict the reactants needed to synthesize it. (4) Given the product [NH:3]1[C:4]([CH:6]2[CH2:10][CH2:9][CH:8]([N:11]([CH2:24][CH3:25])[C:12]3[CH:19]=[CH:18][C:15]([C:16]#[N:17])=[C:14]([C:20]([F:21])([F:22])[F:23])[CH:13]=3)[CH2:7]2)=[CH:5][N:1]=[CH:2]1, predict the reactants needed to synthesize it. The reactants are: [NH:1]1[CH:5]=[C:4]([C:6]2[CH2:7][CH:8]([N:11]([CH2:24][CH3:25])[C:12]3[CH:19]=[CH:18][C:15]([C:16]#[N:17])=[C:14]([C:20]([F:23])([F:22])[F:21])[CH:13]=3)[CH2:9][CH:10]=2)[N:3]=[CH:2]1.CC(O)=O. (5) Given the product [NH2:26][C:18]1[O:19][C@H:20]([C:22]([F:25])([F:24])[F:23])[CH2:21][C@:16]([C:14]2[CH:15]=[C:10]([NH:9][C:7]3[O:8][C:4]4[CH:3]=[C:2]([Cl:1])[CH:38]=[CH:37][C:5]=4[N:6]=3)[CH:11]=[CH:12][C:13]=2[F:36])([CH3:35])[N:17]=1, predict the reactants needed to synthesize it. The reactants are: [Cl:1][C:2]1[CH:38]=[CH:37][C:5]2[N:6]=[C:7]([NH:9][C:10]3[CH:11]=[CH:12][C:13]([F:36])=[C:14]([C@:16]4([CH3:35])[CH2:21][C@@H:20]([C:22]([F:25])([F:24])[F:23])[O:19][C:18]([NH:26]C(=O)C5C=CC=CC=5)=[N:17]4)[CH:15]=3)[O:8][C:4]=2[CH:3]=1.C1CCN2C(=NCCC2)CC1.CO.